Task: Predict the reaction yield, written as a fraction of the theoretical maximum amount of product (1.0 means a 100% yield; for example, 0.34 means a 34% yield).. Dataset: Reaction yield outcomes from USPTO patents with 853,638 reactions (1) The reactants are C(P1(=O)OP(CCC)(=O)OP(CCC)(=O)O1)CC.[C:19]([O:23][C:24]([N:26]1[CH2:44][CH2:43][C:29]2([O:34][CH:33]([C:35](O)=[O:36])[CH2:32][N:31]([CH2:38][C:39]([F:42])([F:41])[F:40])[CH2:30]2)[CH2:28][CH2:27]1)=[O:25])([CH3:22])([CH3:21])[CH3:20].Cl.[NH2:46][CH2:47][C:48](=[O:50])[CH3:49].CCN(CC)CC. The catalyst is CC1CCCO1. The product is [CH2:47]([NH:46][C:35]([CH:33]1[O:34][C:29]2([CH2:43][CH2:44][N:26]([C:24]([O:23][C:19]([CH3:22])([CH3:21])[CH3:20])=[O:25])[CH2:27][CH2:28]2)[CH2:30][N:31]([CH2:38][C:39]([F:41])([F:40])[F:42])[CH2:32]1)=[O:36])[C:48]([CH3:49])=[O:50]. The yield is 0.490. (2) The reactants are C(N(CC)C(C)C)(C)C.[Cl:10][C:11]1[CH:12]=[C:13]([C:18]2[N:22]([C:23]3[CH:24]=[N:25][CH:26]=[CH:27][CH:28]=3)[N:21]=[C:20]([C:29]([OH:31])=O)[CH:19]=2)[CH:14]=[C:15]([F:17])[CH:16]=1.[O:32]=[C:33]1[CH2:38][NH:37][CH2:36][CH2:35][NH:34]1.CN(C(ON1N=NC2C=CC=NC1=2)=[N+](C)C)C.F[P-](F)(F)(F)(F)F. The catalyst is C1COCC1. The product is [Cl:10][C:11]1[CH:12]=[C:13]([C:18]2[N:22]([C:23]3[CH:24]=[N:25][CH:26]=[CH:27][CH:28]=3)[N:21]=[C:20]([C:29]([N:37]3[CH2:36][CH2:35][NH:34][C:33](=[O:32])[CH2:38]3)=[O:31])[CH:19]=2)[CH:14]=[C:15]([F:17])[CH:16]=1. The yield is 1.00. (3) The reactants are [C:1]([NH:4][C:5]1[CH:6]=[C:7]([N:21]2[CH2:27][CH2:26][CH2:25][N:24](C(OC(C)(C)C)=O)[CH2:23][CH2:22]2)[CH:8]=[CH:9][C:10]=1[S:11]([C:14]1[CH:19]=[CH:18][CH:17]=[C:16]([F:20])[CH:15]=1)(=[O:13])=[O:12])(=[O:3])[CH3:2].[CH3:35][S:36]([OH:39])(=[O:38])=[O:37]. The catalyst is CCOCC.C(Cl)Cl. The product is [CH3:35][S:36]([OH:39])(=[O:38])=[O:37].[N:21]1([C:7]2[CH:8]=[CH:9][C:10]([S:11]([C:14]3[CH:19]=[CH:18][CH:17]=[C:16]([F:20])[CH:15]=3)(=[O:13])=[O:12])=[C:5]([NH:4][C:1](=[O:3])[CH3:2])[CH:6]=2)[CH2:27][CH2:26][CH2:25][NH:24][CH2:23][CH2:22]1. The yield is 0.990. (4) The reactants are [CH2:1]([O:8][NH2:9])[C:2]1[CH:7]=[CH:6][CH:5]=[CH:4][CH:3]=1.[CH2:10]([N:17]1[CH2:22][CH2:21][CH:20]=[C:19]([CH2:23][CH2:24][C:25]([OH:27])=O)[C:18]1=[O:28])[C:11]1[CH:16]=[CH:15][CH:14]=[CH:13][CH:12]=1.[CH2:29](Cl)CCl. No catalyst specified. The product is [CH2:1]([O:8][NH:9][C:25](=[O:27])[CH2:24][CH2:23][C:19]1[C:18](=[O:28])[N:17]([CH2:10][CH2:11][C:16]2[CH:15]=[CH:14][CH:13]=[CH:12][CH:29]=2)[CH2:22][CH2:21][CH:20]=1)[C:2]1[CH:7]=[CH:6][CH:5]=[CH:4][CH:3]=1. The yield is 0.750. (5) The catalyst is CC(C)=O. The product is [CH2:82]([O:81][C:79](=[O:80])[C:78](=[O:85])[CH:77]([NH:76][C:74](=[O:75])[CH:73]([NH:72][NH:71][C:68]1[CH:67]=[CH:66][C:65]([CH2:64][O:63][C:61]([N:60]2[C:59]3[CH:90]=[C:91]([O:96][CH2:39][CH2:38][CH2:37][CH2:36][CH2:35][O:34][C:29]4[C:30]([O:32][CH3:33])=[CH:31][C:19]5[C:18](=[O:41])[N:17]6[CH:42]=[C:43]([CH3:45])[CH2:44][CH:16]6[C@H:15]([O:14][Si:7]([C:10]([CH3:13])([CH3:12])[CH3:11])([CH3:9])[CH3:8])[N:21]([C:22]([O:24][CH2:25][CH:26]=[CH2:27])=[O:23])[C:20]=5[CH:28]=4)[C:92]([O:94][CH3:95])=[CH:93][C:58]=3[C:57](=[O:97])[N:56]3[CH:98]=[C:99]([CH3:101])[CH2:100][CH:55]3[C@@H:54]2[O:53][Si:46]([C:49]([CH3:52])([CH3:51])[CH3:50])([CH3:47])[CH3:48])=[O:62])=[CH:70][CH:69]=1)[CH3:89])[CH:86]([CH3:87])[CH3:88])[CH:83]=[CH2:84]. The yield is 0.570. The reactants are C(=O)([O-])[O-].[K+].[K+].[Si:7]([O:14][C@@H:15]1[N:21]([C:22]([O:24][CH2:25][CH:26]=[CH2:27])=[O:23])[C:20]2[CH:28]=[C:29]([O:34][CH2:35][CH2:36][CH2:37][CH2:38][CH2:39]I)[C:30]([O:32][CH3:33])=[CH:31][C:19]=2[C:18](=[O:41])[N:17]2[CH:42]=[C:43]([CH3:45])[CH2:44][C@@H:16]12)([C:10]([CH3:13])([CH3:12])[CH3:11])([CH3:9])[CH3:8].[Si:46]([O:53][C@@H:54]1[N:60]([C:61]([O:63][CH2:64][C:65]2[CH:70]=[CH:69][C:68]([NH:71][NH:72][CH:73]([CH3:89])[C:74]([NH:76][CH:77]([CH:86]([CH3:88])[CH3:87])[C:78](=[O:85])[C:79]([O:81][CH2:82][CH:83]=[CH2:84])=[O:80])=[O:75])=[CH:67][CH:66]=2)=[O:62])[C:59]2[CH:90]=[C:91]([OH:96])[C:92]([O:94][CH3:95])=[CH:93][C:58]=2[C:57](=[O:97])[N:56]2[CH:98]=[C:99]([CH3:101])[CH2:100][C@@H:55]12)([C:49]([CH3:52])([CH3:51])[CH3:50])([CH3:48])[CH3:47]. (6) The reactants are I[C:2]1[CH:7]=[CH:6][C:5]([CH3:8])=[CH:4][CH:3]=1.[O-]P([O-])([O-])=O.[K+].[K+].[K+].[NH2:17][CH2:18][CH2:19][CH2:20][NH:21][CH2:22][CH2:23][CH2:24][CH2:25][NH2:26].[CH2:27](O)[CH2:28]O.N. The catalyst is O.[Cu]I.C(O)(C)C. The product is [CH3:8][C:5]1[CH:6]=[CH:7][C:2]([NH:26][CH2:25][CH2:24][CH2:23][CH2:22][NH:21][CH2:20][CH2:19][CH2:18][NH:17][C:2]2[CH:7]=[CH:6][C:27]([CH3:28])=[CH:4][CH:3]=2)=[CH:3][CH:4]=1. The yield is 0.730. (7) The reactants are [Br:1][C:2]1[CH:7]=[CH:6][C:5]([N:8]2[C:12]([CH3:13])=[CH:11][C:10]([C:14]([N:16]([CH2:21][CH2:22][CH2:23][CH3:24])[CH2:17][CH2:18][CH2:19][CH3:20])=[O:15])=[N:9]2)=[C:4]([C:25]([N:27]2[C@H:36]([CH2:37][OH:38])[CH2:35][C:34]3[C:29](=[CH:30][CH:31]=[CH:32][CH:33]=3)[CH2:28]2)=[O:26])[CH:3]=1.[Si:39](Cl)([C:42]([CH3:45])([CH3:44])[CH3:43])([CH3:41])[CH3:40].N1C=CN=C1. The catalyst is C(Cl)Cl.O. The product is [Br:1][C:2]1[CH:7]=[CH:6][C:5]([N:8]2[C:12]([CH3:13])=[CH:11][C:10]([C:14]([N:16]([CH2:21][CH2:22][CH2:23][CH3:24])[CH2:17][CH2:18][CH2:19][CH3:20])=[O:15])=[N:9]2)=[C:4]([C:25]([N:27]2[C@H:36]([CH2:37][O:38][Si:39]([C:42]([CH3:45])([CH3:44])[CH3:43])([CH3:41])[CH3:40])[CH2:35][C:34]3[C:29](=[CH:30][CH:31]=[CH:32][CH:33]=3)[CH2:28]2)=[O:26])[CH:3]=1. The yield is 0.830.